Dataset: Full USPTO retrosynthesis dataset with 1.9M reactions from patents (1976-2016). Task: Predict the reactants needed to synthesize the given product. (1) The reactants are: [OH:1][C:2]1[CH:7]=[CH:6][C:5]([Cl:8])=[CH:4][C:3]=1[C:9]([C:11]1[CH:12]=[N:13][N:14]([C:16]2[CH:21]=[CH:20][CH:19]=[CH:18][CH:17]=2)[CH:15]=1)=[O:10].Br[CH2:23][C:24]([O:26]CC)=[O:25]. Given the product [Cl:8][C:5]1[CH:6]=[CH:7][C:2]([O:1][CH2:23][C:24]([OH:26])=[O:25])=[C:3]([C:9]([C:11]2[CH:12]=[N:13][N:14]([C:16]3[CH:17]=[CH:18][CH:19]=[CH:20][CH:21]=3)[CH:15]=2)=[O:10])[CH:4]=1, predict the reactants needed to synthesize it. (2) Given the product [F:1][C:2]1[CH:17]=[CH:16][C:5]([O:6][C:7]2[S:11][C:10]3=[N:12][CH:13]=[C:14]([C:25]4[CH:26]=[C:21]([N:19]([CH3:20])[CH3:18])[CH:22]=[CH:23][CH:24]=4)[N:9]3[N:8]=2)=[CH:4][CH:3]=1, predict the reactants needed to synthesize it. The reactants are: [F:1][C:2]1[CH:17]=[CH:16][C:5]([O:6][C:7]2[S:11][C:10]3=[N:12][CH:13]=[C:14](I)[N:9]3[N:8]=2)=[CH:4][CH:3]=1.[CH3:18][N:19]([C:21]1[CH:22]=[C:23](B(O)O)[CH:24]=[CH:25][CH:26]=1)[CH3:20].C(=O)([O-])[O-].[Cs+].[Cs+].O. (3) Given the product [CH2:8]([C:5]1[CH:6]=[CH:7][C:2]([C:43]#[N:44])=[CH:3][CH:4]=1)[CH:9]([CH3:11])[CH3:10], predict the reactants needed to synthesize it. The reactants are: Br[C:2]1[CH:7]=[CH:6][C:5]([CH2:8][CH:9]([CH3:11])[CH3:10])=[CH:4][CH:3]=1.C1(P(C2CCCCC2)C2C=CC=CC=2C2C(OC)=CC=CC=2OC)CCCCC1.O=O.[CH3:43][N:44](C=O)C.O.